This data is from Catalyst prediction with 721,799 reactions and 888 catalyst types from USPTO. The task is: Predict which catalyst facilitates the given reaction. (1) Reactant: [C:1]1([C:11]2[CH:16]=[CH:15][CH:14]=[CH:13][CH:12]=2)[CH:6]=[C:5]([CH:7]=O)[CH:4]=[C:3]([CH:9]=O)[CH:2]=1.[NH2:17][CH2:18][CH2:19][CH2:20][NH:21][CH2:22][CH2:23][CH2:24][NH:25][CH2:26][CH2:27][CH2:28][CH3:29].[BH4-].[Na+].[OH-].[Na+]. Product: [C:1]1([C:11]2[CH:16]=[CH:15][CH:14]=[CH:13][CH:12]=2)[CH:6]=[C:5]([CH2:7][NH:17][CH2:18][CH2:19][CH2:20][NH:21][CH2:22][CH2:23][CH2:24][NH:25][CH2:26][CH2:27][CH2:28][CH3:29])[CH:4]=[C:3]([CH2:9][NH:17][CH2:18][CH2:19][CH2:20][NH:21][CH2:22][CH2:23][CH2:24][NH:25][CH2:26][CH2:27][CH2:28][CH3:29])[CH:2]=1. The catalyst class is: 513. (2) Reactant: N1C=CC=CC=1.Cl.[NH2:8][OH:9].[C:10]([O:14][C:15]([O:17][C:18]1[C:30]([C:31]([F:34])([F:33])[F:32])=[CH:29][CH:28]=[C:27]([CH2:35][O:36][C:37]2[CH:42]=[CH:41][C:40]([C:43]3[CH:48]=[CH:47][C:46]([CH2:49][C:50]([O:52][CH3:53])=[O:51])=[CH:45][C:44]=3[CH:54]=O)=[CH:39][CH:38]=2)[C:19]=1[C:20]([O:22][C:23]([CH3:26])([CH3:25])[CH3:24])=[O:21])=[O:16])([CH3:13])([CH3:12])[CH3:11]. Product: [C:10]([O:14][C:15]([O:17][C:18]1[C:30]([C:31]([F:34])([F:33])[F:32])=[CH:29][CH:28]=[C:27]([CH2:35][O:36][C:37]2[CH:42]=[CH:41][C:40]([C:43]3[CH:48]=[CH:47][C:46]([CH2:49][C:50]([O:52][CH3:53])=[O:51])=[CH:45][C:44]=3[CH:54]=[N:8][OH:9])=[CH:39][CH:38]=2)[C:19]=1[C:20]([O:22][C:23]([CH3:26])([CH3:25])[CH3:24])=[O:21])=[O:16])([CH3:13])([CH3:12])[CH3:11]. The catalyst class is: 162. (3) Reactant: [NH2:1][C:2]1[N:3]=[CH:4][C:5]([C:9]([O:11][CH3:12])=[O:10])=[N:6][C:7]=1[Br:8].Br[CH2:14][CH:15](OC)OC. Product: [Br:8][C:7]1[C:2]2[N:3]([CH:14]=[CH:15][N:1]=2)[CH:4]=[C:5]([C:9]([O:11][CH3:12])=[O:10])[N:6]=1. The catalyst class is: 10. (4) Reactant: Br[C:2]1([C:8]([CH3:9])=[CH:7][CH:6]=[C:5]([O:10][CH:11]([F:13])[F:12])[CH2:4]1)[NH2:3].[Cu][C:15]#[N:16].C(N)CN.Cl. Product: [C:15]([C:2]1([C:8]([CH3:9])=[CH:7][CH:6]=[C:5]([O:10][CH:11]([F:13])[F:12])[CH2:4]1)[NH2:3])#[N:16]. The catalyst class is: 18. (5) Reactant: [F:1][C:2]1[CH:27]=[C:26]([F:28])[CH:25]=[CH:24][C:3]=1[O:4][C:5]1[C:18](=[O:19])[N:17]([CH2:20][C@@H:21]([OH:23])[CH3:22])[C:8]2[N:9]=[C:10](S(C)(=O)=O)[N:11]=[CH:12][C:7]=2[CH:6]=1.[NH2:29][C@@H:30]([CH3:33])[CH2:31][OH:32]. Product: [F:1][C:2]1[CH:27]=[C:26]([F:28])[CH:25]=[CH:24][C:3]=1[O:4][C:5]1[C:18](=[O:19])[N:17]([CH2:20][C@@H:21]([OH:23])[CH3:22])[C:8]2[N:9]=[C:10]([NH:29][C@@H:30]([CH3:33])[CH2:31][OH:32])[N:11]=[CH:12][C:7]=2[CH:6]=1. The catalyst class is: 7. (6) Reactant: [Cl:1][C:2]1[C:3]([O:12][C:13]2[CH:18]=[C:17]([O:19][CH2:20][CH2:21][O:22][CH3:23])[CH:16]=[CH:15][C:14]=2/[CH:24]=[CH:25]/[C:26](O)=[O:27])=[N:4][CH:5]=[C:6]([C:8]([F:11])([F:10])[F:9])[CH:7]=1.Cl.C(N=C=NCCCN(C)C)C.[F:41][C:42]([F:49])([F:48])[CH2:43][S:44]([NH2:47])(=[O:46])=[O:45].Cl. Product: [Cl:1][C:2]1[C:3]([O:12][C:13]2[CH:18]=[C:17]([O:19][CH2:20][CH2:21][O:22][CH3:23])[CH:16]=[CH:15][C:14]=2/[CH:24]=[CH:25]/[C:26]([NH:47][S:44]([CH2:43][C:42]([F:49])([F:48])[F:41])(=[O:46])=[O:45])=[O:27])=[N:4][CH:5]=[C:6]([C:8]([F:11])([F:9])[F:10])[CH:7]=1. The catalyst class is: 766. (7) Reactant: [OH-].[K+].[C:3]([O:7][C:8]([N:10]1[CH2:16][CH2:15][C:14]2[C:17]([S:22]C(=O)N(C)C)=[C:18]([Cl:21])[CH:19]=[CH:20][C:13]=2[CH2:12][CH2:11]1)=[O:9])([CH3:6])([CH3:5])[CH3:4].Cl[CH2:29][CH2:30][CH2:31][N:32]1[C:40]2[C:35](=[CH:36][CH:37]=[CH:38][CH:39]=2)[CH2:34][C:33]1=[O:41].ClCCl. Product: [C:3]([O:7][C:8]([N:10]1[CH2:16][CH2:15][C:14]2[C:17]([S:22][CH2:29][CH2:30][CH2:31][N:32]3[C:40]4[C:35](=[CH:36][CH:37]=[CH:38][CH:39]=4)[CH2:34][C:33]3=[O:41])=[C:18]([Cl:21])[CH:19]=[CH:20][C:13]=2[CH2:12][CH2:11]1)=[O:9])([CH3:5])([CH3:6])[CH3:4]. The catalyst class is: 24. (8) Reactant: [C:1]([OH:7])([C:3]([F:6])([F:5])[F:4])=[O:2].[O:8]=[C:9]1[CH2:17][C:16]2[C:11](=[CH:12][CH:13]=[C:14]([C:18]3[S:22][C:21]([CH2:23][CH2:24][C@@H:25]([NH:37]C(=O)OC(C)(C)C)[CH2:26][C:27]4[CH:28]=[N:29][C:30]([C:33]([F:36])([F:35])[F:34])=[CH:31][CH:32]=4)=[N:20][N:19]=3)[CH:15]=2)[NH:10]1. Product: [F:4][C:3]([F:6])([F:5])[C:1]([OH:7])=[O:2].[NH2:37][C@@H:25]([CH2:26][C:27]1[CH:28]=[N:29][C:30]([C:33]([F:34])([F:36])[F:35])=[CH:31][CH:32]=1)[CH2:24][CH2:23][C:21]1[S:22][C:18]([C:14]2[CH:15]=[C:16]3[C:11](=[CH:12][CH:13]=2)[NH:10][C:9](=[O:8])[CH2:17]3)=[N:19][N:20]=1. The catalyst class is: 2. (9) Reactant: [NH2:1][CH2:2][CH2:3][S:4]([C:6]1[CH:7]=[C:8]([C:20]2[NH:21][CH:22]=[CH:23][CH:24]=2)[C:9]2[C:10](=[O:19])[NH:11][C:12]3[C:17]=2[C:16]=1[C:15]([F:18])=[CH:14][CH:13]=3)=[O:5].[ClH:25]. Product: [ClH:25].[NH2:1][CH2:2][CH2:3][S:4]([C:6]1[CH:7]=[C:8]([C:20]2[NH:21][CH:22]=[CH:23][CH:24]=2)[C:9]2[C:10](=[O:19])[NH:11][C:12]3[C:17]=2[C:16]=1[C:15]([F:18])=[CH:14][CH:13]=3)=[O:5]. The catalyst class is: 121. (10) Reactant: Cl[CH2:2][C:3]([NH:5][C:6]1[CH:11]=[CH:10][CH:9]=[C:8]([O:12]C)[CH:7]=1)=[O:4].[Al+3].[Cl-].[Cl-].[Cl-]. Product: [OH:12][C:8]1[CH:7]=[C:6]2[C:11]([CH2:2][C:3](=[O:4])[NH:5]2)=[CH:10][CH:9]=1. The catalyst class is: 33.